This data is from Forward reaction prediction with 1.9M reactions from USPTO patents (1976-2016). The task is: Predict the product of the given reaction. (1) Given the reactants P(OCC)(OCC)(OCC)=O.O=P12OP3(OP(OP(O3)(O1)=O)(=O)O2)=O.[C:26]1(=[O:33])[CH2:31][CH2:30][CH2:29][C:28](=[O:32])[CH2:27]1.[F:34][C:35]1[CH:40]=[CH:39][C:38]([NH:41][C:42]([NH2:44])=[O:43])=[CH:37][C:36]=1[C:45]([F:48])([F:47])[F:46].[CH:49]([C:51]1[CH:58]=[CH:57][C:54]([C:55]#[N:56])=[CH:53][CH:52]=1)=O, predict the reaction product. The product is: [C:55]([C:54]1[CH:57]=[CH:58][C:51]([CH:49]([C:27]2[C:28](=[O:32])[CH2:29][CH2:30][CH2:31][C:26]=2[OH:33])[NH:44][C:42]([NH:41][C:38]2[CH:39]=[CH:40][C:35]([F:34])=[C:36]([C:45]([F:46])([F:47])[F:48])[CH:37]=2)=[O:43])=[CH:52][CH:53]=1)#[N:56]. (2) Given the reactants [C:1]([C:7]1[C:11]2[CH:12]=[CH:13][CH:14]=[CH:15][C:10]=2[O:9][C:8]=1[C:16]1[CH:17]=[C:18]2[C:23](=[CH:24][CH:25]=1)[C:22]([C:26]1[CH:31]=[CH:30][CH:29]=[CH:28][CH:27]=1)=[C:21]([O:32][CH2:33][C:34]([O:36]CC)=[O:35])[CH:20]=[CH:19]2)(=[O:6])[CH2:2][CH2:3][CH2:4][CH3:5].[OH-].[K+], predict the reaction product. The product is: [C:1]([C:7]1[C:11]2[CH:12]=[CH:13][CH:14]=[CH:15][C:10]=2[O:9][C:8]=1[C:16]1[CH:17]=[C:18]2[C:23](=[CH:24][CH:25]=1)[C:22]([C:26]1[CH:31]=[CH:30][CH:29]=[CH:28][CH:27]=1)=[C:21]([O:32][CH2:33][C:34]([OH:36])=[O:35])[CH:20]=[CH:19]2)(=[O:6])[CH2:2][CH2:3][CH2:4][CH3:5]. (3) Given the reactants Cl[C:2]1[C:11]2[C:6](=[CH:7][CH:8]=[C:9](OC(F)(F)F)[CH:10]=2)[N:5]=[C:4]([N:17]2[CH2:23][C:22]3[CH:24]=[CH:25][CH:26]=[CH:27][C:21]=3[S:20](=[O:29])(=[O:28])[CH2:19][CH2:18]2)[CH:3]=1.[OH:30][C@H:31]1[CH2:35][NH:34][C:33](=[O:36])[CH2:32]1.[C:37](=O)([O-])[O-].[K+].[K+].CN[C@@H]1CCCC[C@H]1NC, predict the reaction product. The product is: [O:29]=[S:20]1(=[O:28])[C:21]2[CH:27]=[CH:26][CH:25]=[CH:24][C:22]=2[CH2:23][N:17]([C:4]2[CH:3]=[C:2]([N:34]3[CH2:35][C@H:31]([OH:30])[CH2:32][C:33]3=[O:36])[C:11]3[C:6](=[CH:7][CH:8]=[C:9]([CH3:37])[CH:10]=3)[N:5]=2)[CH2:18][CH2:19]1. (4) Given the reactants ClC1[CH:3]=[C:4]([C:9]2[N:13]3[C:14]4[N:22]=[C:21]([O:23][CH3:24])[CH:20]=[CH:19][C:15]=4[N:16]=[C:17]([CH3:18])[C:12]3=[C:11]([CH3:25])[N:10]=2)[CH:5]=C(Cl)C=1.[F:26][C:27]1[C:32](C)=[CH:31]C(B(O)O)=C[N:28]=1, predict the reaction product. The product is: [F:26][C:27]1[N:28]=[CH:3][C:4]([C:9]2[N:13]3[C:14]4[N:22]=[C:21]([O:23][CH3:24])[CH:20]=[CH:19][C:15]=4[N:16]=[C:17]([CH3:18])[C:12]3=[C:11]([CH3:25])[N:10]=2)=[CH:5][C:32]=1[CH3:31].